This data is from Forward reaction prediction with 1.9M reactions from USPTO patents (1976-2016). The task is: Predict the product of the given reaction. (1) Given the reactants [CH3:1][O:2][C:3]([C:5]1[C:10]([OH:11])=[CH:9][CH:8]=[CH:7][N:6]=1)=[O:4].[H-].[Na+].FC(F)(F)S([O:19][CH2:20][C:21]([F:24])([F:23])[F:22])(=O)=O, predict the reaction product. The product is: [F:22][C:21]([F:24])([F:23])[CH2:20][O:11][C:10]1[C:5]([C:3]([OH:2])=[O:4])=[N:6][CH:7]=[CH:8][CH:9]=1.[CH3:1][O:2][C:3]([C:5]1[C:10]([O:19][CH2:20][C:21]([F:24])([F:23])[F:22])=[CH:9][CH:8]=[CH:7][N:6]=1)=[O:4]. (2) Given the reactants [CH:1]([C:4]1[CH:13]=[C:12]2[C:7]([C:8](=[O:20])[N:9]([NH:15][S:16]([CH3:19])(=[O:18])=[O:17])[C:10](=[O:14])[NH:11]2)=[CH:6][C:5]=1[C:21]1[N:22]([CH3:26])[N:23]=[CH:24][CH:25]=1)([CH3:3])[CH3:2].Cl[C:28]([C:30]([O:33][C:34](=[O:36])[CH3:35])([CH3:32])[CH3:31])=[O:29], predict the reaction product. The product is: [CH:1]([C:4]1[CH:13]=[C:12]2[C:7]([C:8](=[O:20])[N:9]([N:15]([S:16]([CH3:19])(=[O:17])=[O:18])[C:28](=[O:29])[C:30]([O:33][C:34](=[O:36])[CH3:35])([CH3:32])[CH3:31])[C:10](=[O:14])[NH:11]2)=[CH:6][C:5]=1[C:21]1[N:22]([CH3:26])[N:23]=[CH:24][CH:25]=1)([CH3:3])[CH3:2].